This data is from Forward reaction prediction with 1.9M reactions from USPTO patents (1976-2016). The task is: Predict the product of the given reaction. Given the reactants [CH3:1][C@@H:2]1[CH2:7][NH:6][CH2:5][CH2:4][N:3]1[C:8]1[N:9]=[N:10][C:11]([C:18]2[CH:23]=[CH:22][CH:21]=[CH:20][CH:19]=2)=[C:12]2[CH:17]=[CH:16][N:15]=[CH:14][C:13]=12.C(N(CC)CC)C.[CH3:31][N:32]([CH3:36])[C:33](Cl)=[O:34], predict the reaction product. The product is: [CH3:31][N:32]([CH3:36])[C:33]([N:6]1[CH2:5][CH2:4][N:3]([C:8]2[C:13]3[CH:14]=[N:15][CH:16]=[CH:17][C:12]=3[C:11]([C:18]3[CH:19]=[CH:20][CH:21]=[CH:22][CH:23]=3)=[N:10][N:9]=2)[C@H:2]([CH3:1])[CH2:7]1)=[O:34].